This data is from Peptide-MHC class II binding affinity with 134,281 pairs from IEDB. The task is: Regression. Given a peptide amino acid sequence and an MHC pseudo amino acid sequence, predict their binding affinity value. This is MHC class II binding data. (1) The peptide sequence is ALSDPYLSFAAALNG. The binding affinity (normalized) is 0.388. The MHC is HLA-DQA10101-DQB10501 with pseudo-sequence HLA-DQA10101-DQB10501. (2) The peptide sequence is KIYHKCDNACIGSIR. The MHC is DRB4_0101 with pseudo-sequence DRB4_0103. The binding affinity (normalized) is 0.159. (3) The peptide sequence is SEAQKAAKPAAAATA. The MHC is HLA-DQA10102-DQB10602 with pseudo-sequence HLA-DQA10102-DQB10602. The binding affinity (normalized) is 0.789. (4) The peptide sequence is GLTNTASHTRLSCDCDDK. The MHC is H-2-IAd with pseudo-sequence H-2-IAd. The binding affinity (normalized) is 0. (5) The peptide sequence is DVCGMFTNRSGSQQWR. The MHC is HLA-DQA10201-DQB10202 with pseudo-sequence HLA-DQA10201-DQB10202. The binding affinity (normalized) is 0. (6) The peptide sequence is QTYVTQQLIRAAEIR. The MHC is DRB1_1501 with pseudo-sequence QEFFIASGAAVDAIMWPRFDYFDIQAATYHVVFT. The binding affinity (normalized) is 0.435.